Predict the product of the given reaction. From a dataset of Forward reaction prediction with 1.9M reactions from USPTO patents (1976-2016). (1) Given the reactants [Al+3].[Cl-].[Cl-].[Cl-].[C:5](Cl)(=[O:9])/[CH:6]=[CH:7]/[CH3:8].[CH:11]([SiH3])=[CH2:12].[Na].C(C(C(C([O-])=O)O)O)([O-])=O.[K+].[K+].C([O-])([O-])=O.[K+].[K+].[CH:33]([O:36][C:37]1[CH:38]=[C:39]([CH:42]=[CH:43][CH:44]=1)[CH2:40][NH2:41])([CH3:35])[CH3:34], predict the reaction product. The product is: [CH:33]([O:36][C:37]1[CH:38]=[C:39]([CH:42]=[CH:43][CH:44]=1)[CH2:40][N:41]1[CH2:12][CH2:11][C:5](=[O:9])[CH2:6][CH:7]1[CH3:8])([CH3:35])[CH3:34]. (2) The product is: [Br:10][C:9]1[N:5]([CH:1]([CH2:3][CH3:4])[CH3:2])[CH:6]=[N:7][CH:8]=1. Given the reactants [CH:1]([N:5]1[CH:9]=[CH:8][N:7]=[CH:6]1)([CH2:3][CH3:4])[CH3:2].[Br:10]N1C(C)(C)C(=O)N(Br)C1=O.[O-]S([O-])=O.[Na+].[Na+], predict the reaction product. (3) The product is: [NH2:36][CH2:35][CH2:34][CH2:33][CH2:32][CH2:31][CH2:30][O:29][C:19]1[CH:18]=[C:17]([C:11]2[CH:12]=[CH:13][CH:14]=[CH:15][CH:16]=2)[CH:22]=[C:21]([C:23]2[CH:28]=[CH:27][CH:26]=[CH:25][CH:24]=2)[N:20]=1. Given the reactants [Cl-].[Al+3].[Cl-].[Cl-].[H-].[Al+3].[Li+].[H-].[H-].[H-].[C:11]1([C:17]2[CH:22]=[C:21]([C:23]3[CH:28]=[CH:27][CH:26]=[CH:25][CH:24]=3)[N:20]=[C:19]([O:29][CH2:30][CH2:31][CH2:32][CH2:33][CH2:34][C:35]#[N:36])[CH:18]=2)[CH:16]=[CH:15][CH:14]=[CH:13][CH:12]=1, predict the reaction product. (4) Given the reactants [N+:1]([C:4]1[CH:5]=[CH:6][C:7]([O:10][C:11]2[CH:12]=[C:13]([CH:18]=[CH:19][CH:20]=2)[C:14]([O:16][CH3:17])=[O:15])=[N:8][CH:9]=1)([O-])=O, predict the reaction product. The product is: [NH2:1][C:4]1[CH:5]=[CH:6][C:7]([O:10][C:11]2[CH:12]=[C:13]([CH:18]=[CH:19][CH:20]=2)[C:14]([O:16][CH3:17])=[O:15])=[N:8][CH:9]=1. (5) The product is: [Cl:1][C:2]1[CH:7]=[CH:6][C:5]([NH:8][C:9](=[O:10])[C:11]2[CH:19]=[CH:18][C:14]([C:15]([NH:34][C:31]3[CH:30]=[N:29][C:28]([O:27][CH3:26])=[CH:33][CH:32]=3)=[O:16])=[CH:13][CH:12]=2)=[CH:4][C:3]=1[C:20]1[CH:25]=[CH:24][CH:23]=[CH:22][N:21]=1. Given the reactants [Cl:1][C:2]1[CH:7]=[CH:6][C:5]([NH:8][C:9]([C:11]2[CH:19]=[CH:18][C:14]([C:15](O)=[O:16])=[CH:13][CH:12]=2)=[O:10])=[CH:4][C:3]=1[C:20]1[CH:25]=[CH:24][CH:23]=[CH:22][N:21]=1.[CH3:26][O:27][C:28]1[CH:33]=[CH:32][C:31]([NH2:34])=[CH:30][N:29]=1, predict the reaction product. (6) Given the reactants [C:1]([C:3]1[C:4]([I:17])=[C:5]([C:12]([O:14][CH2:15][CH3:16])=[O:13])[S:6][C:7]=1S(C)(=O)=O)#[N:2].O1CCOCC1.[NH:24]1[CH2:29][CH2:28][O:27][CH2:26][CH2:25]1, predict the reaction product. The product is: [C:1]([C:3]1[C:4]([I:17])=[C:5]([C:12]([O:14][CH2:15][CH3:16])=[O:13])[S:6][C:7]=1[N:24]1[CH2:29][CH2:28][O:27][CH2:26][CH2:25]1)#[N:2]. (7) The product is: [Cl:2][CH2:1][CH:3]([OH:5])[CH2:4][NH:13][CH2:12][C:11]1[CH:10]=[CH:9][C:8]([C:7]([F:6])([F:16])[F:17])=[CH:15][CH:14]=1. Given the reactants [CH2:1]([CH:3]1[O:5][CH2:4]1)[Cl:2].[F:6][C:7]([F:17])([F:16])[C:8]1[CH:15]=[CH:14][C:11]([CH2:12][NH2:13])=[CH:10][CH:9]=1, predict the reaction product.